From a dataset of Full USPTO retrosynthesis dataset with 1.9M reactions from patents (1976-2016). Predict the reactants needed to synthesize the given product. Given the product [Br:18][C:15]1[CH:16]=[CH:17][C:12]([CH2:11][N:7]2[C:6]([CH2:4][OH:3])=[CH:10][CH:9]=[N:8]2)=[CH:13][CH:14]=1, predict the reactants needed to synthesize it. The reactants are: C([O:3][C:4]([C:6]1[N:7]([CH2:11][C:12]2[CH:17]=[CH:16][C:15]([Br:18])=[CH:14][CH:13]=2)[N:8]=[CH:9][CH:10]=1)=O)C.[BH4-].[Na+].[Cl-].[Cl-].[Ca+2].